Task: Predict the product of the given reaction.. Dataset: Forward reaction prediction with 1.9M reactions from USPTO patents (1976-2016) (1) Given the reactants [CH3:1][O:2][C:3]1[CH:4]=[C:5]2[C:10](=[CH:11][C:12]=1[O:13][CH3:14])[N:9]=[CH:8][NH:7][C:6]2=[O:15].C1C=CC2N=CNC(=O)C=2C=1.[Cl:27][CH2:28][CH2:29][CH2:30]I.C(=O)([O-])[O-].[K+].[K+], predict the reaction product. The product is: [Cl:27][CH2:28][CH2:29][CH2:30][N:7]1[C:6](=[O:15])[C:5]2[C:10](=[CH:11][C:12]([O:13][CH3:14])=[C:3]([O:2][CH3:1])[CH:4]=2)[N:9]=[CH:8]1. (2) Given the reactants C[O-].[Na+].C1C[O:7][CH2:6]C1.[Br:9][C:10]1[CH:11]=[C:12]([S:17]([NH:20][C:21]2[CH:22]=[N:23][C:24]([C:28]([F:31])([F:30])[F:29])=[CH:25][C:26]=2[OH:27])(=[O:19])=[O:18])[CH:13]=[N:14][C:15]=1Cl, predict the reaction product. The product is: [Br:9][C:10]1[CH:11]=[C:12]([S:17]([NH:20][C:21]2[CH:22]=[N:23][C:24]([C:28]([F:31])([F:30])[F:29])=[CH:25][C:26]=2[OH:27])(=[O:19])=[O:18])[CH:13]=[N:14][C:15]=1[O:7][CH3:6]. (3) Given the reactants [C:1]([C:3]1[CH:8]=[CH:7][CH:6]=[CH:5][C:4]=1[C:9]1[CH:14]=[CH:13][C:12]([CH2:15][C:16]2[C:17](=[O:39])[N:18]([C@H:28]3[CH2:33][CH2:32][C@H:31]([O:34][CH2:35][C:36](O)=[O:37])[CH2:30][CH2:29]3)[C:19]3[N:20]([N:25]=[CH:26][N:27]=3)[C:21]=2[CH2:22][CH2:23][CH3:24])=[CH:11][CH:10]=1)#[N:2].Cl.[CH3:41][O:42][NH:43][CH3:44].ON1C2C=CC=CC=2N=N1.Cl.C(N=C=NCCCN(C)C)C, predict the reaction product. The product is: [C:1]([C:3]1[CH:8]=[CH:7][CH:6]=[CH:5][C:4]=1[C:9]1[CH:14]=[CH:13][C:12]([CH2:15][C:16]2[C:17](=[O:39])[N:18]([C@H:28]3[CH2:29][CH2:30][C@H:31]([O:34][CH2:35][C:36]([N:43]([O:42][CH3:41])[CH3:44])=[O:37])[CH2:32][CH2:33]3)[C:19]3[N:20]([N:25]=[CH:26][N:27]=3)[C:21]=2[CH2:22][CH2:23][CH3:24])=[CH:11][CH:10]=1)#[N:2]. (4) Given the reactants [CH3:1][C:2]1([CH3:20])[O:7][CH2:6][CH:5]([CH2:8][O:9][C:10]2[C:15]([CH3:16])=[CH:14][N+:13]([O-])=[C:12]([CH3:18])[C:11]=2[CH3:19])[CH2:4][O:3]1.C(OC(=O)C)(=[O:23])C.[OH-].[Na+], predict the reaction product. The product is: [CH3:1][C:2]1([CH3:20])[O:7][CH2:6][CH:5]([CH2:8][O:9][C:10]2[C:15]([CH3:16])=[CH:14][N:13]=[C:12]([CH2:18][OH:23])[C:11]=2[CH3:19])[CH2:4][O:3]1. (5) Given the reactants [Cl:1][C:2]1[CH:7]=[CH:6][C:5](B(O)O)=[CH:4][C:3]=1[C:11]([NH:13][CH2:14][C:15]12[CH2:24][CH:19]3[CH2:20][CH:21]([CH2:23][CH:17]([CH2:18]3)[CH2:16]1)[CH2:22]2)=[O:12].I[C:26]1[CH:36]=[CH:35][CH:34]=[CH:33][C:27]=1[C:28]([O:30][CH2:31][CH3:32])=[O:29].C(=O)([O-])[O-].[K+].[K+], predict the reaction product. The product is: [Cl:1][C:2]1[CH:7]=[CH:6][C:5]([C:26]2[C:27]([C:28]([O:30][CH2:31][CH3:32])=[O:29])=[CH:33][CH:34]=[CH:35][CH:36]=2)=[CH:4][C:3]=1[C:11]([NH:13][CH2:14][C:15]12[CH2:24][CH:19]3[CH2:20][CH:21]([CH2:23][CH:17]([CH2:18]3)[CH2:16]1)[CH2:22]2)=[O:12].